From a dataset of Peptide-MHC class II binding affinity with 134,281 pairs from IEDB. Regression. Given a peptide amino acid sequence and an MHC pseudo amino acid sequence, predict their binding affinity value. This is MHC class II binding data. (1) The peptide sequence is TISSYFVGKMYFN. The MHC is DRB4_0101 with pseudo-sequence DRB4_0103. The binding affinity (normalized) is 0. (2) The peptide sequence is TDDNEEPIAPYHFDLSGHAF. The MHC is HLA-DQA10101-DQB10501 with pseudo-sequence HLA-DQA10101-DQB10501. The binding affinity (normalized) is 0.407. (3) The peptide sequence is SCLTNDDMKFICEAV. The MHC is DRB1_0101 with pseudo-sequence DRB1_0101. The binding affinity (normalized) is 0.0883. (4) The peptide sequence is LYGALLLAYGFYTTGAVRQI. The MHC is H-2-IAd with pseudo-sequence H-2-IAd. The binding affinity (normalized) is 0.290. (5) The peptide sequence is MASSSSVLLVVVLFA. The MHC is HLA-DPA10201-DPB11401 with pseudo-sequence HLA-DPA10201-DPB11401. The binding affinity (normalized) is 0. (6) The peptide sequence is EVYEARLTKFKYLAG. The MHC is HLA-DPA10201-DPB11401 with pseudo-sequence HLA-DPA10201-DPB11401. The binding affinity (normalized) is 0.102.